Dataset: Reaction yield outcomes from USPTO patents with 853,638 reactions. Task: Predict the reaction yield, written as a fraction of the theoretical maximum amount of product (1.0 means a 100% yield; for example, 0.34 means a 34% yield). (1) The catalyst is C(O)C. The product is [CH3:12][O:13][C:14]1[CH:19]=[CH:18][C:17]([CH2:20][NH:21][C:2]2[N+:3]([O-:11])=[CH:4][CH:5]=[C:6]([N+:8]([O-:10])=[O:9])[CH:7]=2)=[CH:16][CH:15]=1. The reactants are Cl[C:2]1[CH:7]=[C:6]([N+:8]([O-:10])=[O:9])[CH:5]=[CH:4][N+:3]=1[O-:11].[CH3:12][O:13][C:14]1[CH:19]=[CH:18][C:17]([CH2:20][NH2:21])=[CH:16][CH:15]=1. The yield is 0.400. (2) The reactants are [CH3:1][S:2]([NH:5][CH2:6][CH2:7][CH2:8][CH2:9][CH2:10][C:11]([OH:13])=O)(=[O:4])=[O:3].[NH2:14][C:15]1[CH:20]=[CH:19][CH:18]=[CH:17][CH:16]=1.C(Cl)CCl. The catalyst is CN(C1C=CN=CC=1)C.C1COCC1. The product is [C:15]1([NH:14][C:11](=[O:13])[CH2:10][CH2:9][CH2:8][CH2:7][CH2:6][NH:5][S:2]([CH3:1])(=[O:3])=[O:4])[CH:20]=[CH:19][CH:18]=[CH:17][CH:16]=1. The yield is 0.950. (3) The catalyst is C1(P(C2C=CC=CC=2)C2C=CC=CC=2)C=CC=CC=1.C1(P(C2C=CC=CC=2)C2C=CC=CC=2)C=CC=CC=1.C1(P(C2C=CC=CC=2)C2C=CC=CC=2)C=CC=CC=1.C1(P(C2C=CC=CC=2)C2C=CC=CC=2)C=CC=CC=1.[Pd]. The product is [CH3:28][NH:27][C:25]([C:10]1[C:11]2[CH2:12][CH2:13][C:14]3([NH:23][C:24]=2[C:7]2[N:6]=[C:5]([CH3:29])[NH:4][C:8]=2[CH:9]=1)[CH2:22][C:21]1[C:16](=[CH:17][CH:18]=[CH:19][CH:20]=1)[CH2:15]3)=[O:26]. The yield is 0.160. The reactants are C([N:4]1[C:8]2[CH:9]=[C:10]([C:25]([NH:27][CH3:28])=[O:26])[C:11]3[CH2:12][CH2:13][C:14]4([NH:23][C:24]=3[C:7]=2[N:6]=[C:5]1[CH3:29])[CH2:22][C:21]1[C:16](=[CH:17][CH:18]=[CH:19][CH:20]=1)[CH2:15]4)C=C.CN1C(=O)CC(=O)N(C)C1=O. (4) The reactants are Cl.[N:2]1[CH:7]=[CH:6][CH:5]=[CH:4][C:3]=1[N:8]([CH2:32][CH2:33][C:34]([O:36][CH2:37][CH3:38])=[O:35])[C:9]([C:11]1[CH:31]=[CH:30][C:14]2[N:15]([CH3:29])[C:16]([CH2:18][CH2:19][C:20]3[CH:25]=[CH:24][C:23]([C:26](=[NH:28])[NH2:27])=[CH:22][CH:21]=3)=[N:17][C:13]=2[CH:12]=1)=[O:10].Cl[C:40]([O:42][CH2:43][CH2:44][CH2:45][CH2:46][CH2:47][CH3:48])=[O:41]. The catalyst is ClCCl.CO. The product is [N:2]1[CH:7]=[CH:6][CH:5]=[CH:4][C:3]=1[N:8]([CH2:32][CH2:33][C:34]([O:36][CH2:37][CH3:38])=[O:35])[C:9]([C:11]1[CH:31]=[CH:30][C:14]2[N:15]([CH3:29])[C:16]([CH2:18][CH2:19][C:20]3[CH:25]=[CH:24][C:23]([C:26](=[NH:27])[NH:28][C:40]([O:42][CH2:43][CH2:44][CH2:45][CH2:46][CH2:47][CH3:48])=[O:41])=[CH:22][CH:21]=3)=[N:17][C:13]=2[CH:12]=1)=[O:10]. The yield is 0.720. (5) The reactants are [CH:1]1([C:6]2[C:10]3[N:11]=[C:12]4[CH2:19][NH:18][CH2:17][CH2:16][N:13]4[C:14](=[O:15])[C:9]=3[O:8][N:7]=2)[CH2:5][CH2:4][CH2:3][CH2:2]1.[CH3:20][O:21][C:22]1[CH:29]=[CH:28][C:25]([CH:26]=O)=[CH:24][CH:23]=1.C(O[BH-](OC(=O)C)OC(=O)C)(=O)C.[Na+]. The catalyst is ClCCl. The product is [CH:1]1([C:6]2[C:10]3[N:11]=[C:12]4[CH2:19][N:18]([CH2:26][C:25]5[CH:28]=[CH:29][C:22]([O:21][CH3:20])=[CH:23][CH:24]=5)[CH2:17][CH2:16][N:13]4[C:14](=[O:15])[C:9]=3[O:8][N:7]=2)[CH2:2][CH2:3][CH2:4][CH2:5]1. The yield is 0.650. (6) The reactants are [NH2:1][C:2]1[CH:3]=[C:4]([C:8]2[N:9]=[C:10]3[C:16]([C:17](=[O:22])[C:18]([CH3:21])([CH3:20])[CH3:19])=[CH:15][NH:14][C:11]3=[N:12][CH:13]=2)[CH:5]=[CH:6][CH:7]=1.C(N(C(C)C)CC)(C)C.[C:32]1([S:38](Cl)(=[O:40])=[O:39])[CH:37]=[CH:36][CH:35]=[CH:34][CH:33]=1.[OH-].[Na+]. The catalyst is C1COCC1.CC#N.O.ClCCl. The product is [CH3:20][C:18]([CH3:19])([CH3:21])[C:17]([C:16]1[C:10]2[C:11](=[N:12][CH:13]=[C:8]([C:4]3[CH:3]=[C:2]([NH:1][S:38]([C:32]4[CH:37]=[CH:36][CH:35]=[CH:34][CH:33]=4)(=[O:40])=[O:39])[CH:7]=[CH:6][CH:5]=3)[N:9]=2)[NH:14][CH:15]=1)=[O:22]. The yield is 0.380. (7) The reactants are Br[C:2]1[C:10]2[C:5](=[CH:6][C:7]([F:11])=[CH:8][CH:9]=2)[N:4]([S:12]([C:15]2[CH:20]=[CH:19][CH:18]=[CH:17][CH:16]=2)(=[O:14])=[O:13])[CH:3]=1.CC1(C)C(C)(C)OB([C:29]2[CH:30]=[N:31][N:32]([C:34]3[CH:39]=[CH:38][N:37]=[CH:36][CH:35]=3)[CH:33]=2)O1.CC(C1C=C(C(C)C)C(C2C=CC=CC=2P(C2CCCCC2)C2CCCCC2)=C(C(C)C)C=1)C.[O-]P([O-])([O-])=O.[K+].[K+].[K+]. The catalyst is O1CCOCC1.O.C1C=CC(/C=C/C(/C=C/C2C=CC=CC=2)=O)=CC=1.C1C=CC(/C=C/C(/C=C/C2C=CC=CC=2)=O)=CC=1.C1C=CC(/C=C/C(/C=C/C2C=CC=CC=2)=O)=CC=1.[Pd].[Pd]. The product is [F:11][C:7]1[CH:6]=[C:5]2[C:10]([C:2]([C:29]3[CH:30]=[N:31][N:32]([C:34]4[CH:39]=[CH:38][N:37]=[CH:36][CH:35]=4)[CH:33]=3)=[CH:3][N:4]2[S:12]([C:15]2[CH:20]=[CH:19][CH:18]=[CH:17][CH:16]=2)(=[O:14])=[O:13])=[CH:9][CH:8]=1. The yield is 0.960.